Dataset: TCR-epitope binding with 47,182 pairs between 192 epitopes and 23,139 TCRs. Task: Binary Classification. Given a T-cell receptor sequence (or CDR3 region) and an epitope sequence, predict whether binding occurs between them. (1) The epitope is TSDLATNNLVVMAY. The TCR CDR3 sequence is CASSYSFNEQYF. Result: 1 (the TCR binds to the epitope). (2) The epitope is GLCTLVAML. The TCR CDR3 sequence is CASSQRDLSSGNTIYF. Result: 1 (the TCR binds to the epitope). (3) The epitope is RISNCVADY. The TCR CDR3 sequence is CASSRTDDYNYEQYF. Result: 0 (the TCR does not bind to the epitope). (4) The epitope is KAYNVTQAF. The TCR CDR3 sequence is CASRSSGGAYNEQFF. Result: 0 (the TCR does not bind to the epitope).